This data is from Full USPTO retrosynthesis dataset with 1.9M reactions from patents (1976-2016). The task is: Predict the reactants needed to synthesize the given product. (1) Given the product [Br:11][C:7]1[C:8]([OH:10])=[CH:9][C:2]([F:1])=[C:3]([CH:6]=1)[CH:4]=[O:5], predict the reactants needed to synthesize it. The reactants are: [F:1][C:2]1[CH:9]=[C:8]([OH:10])[CH:7]=[CH:6][C:3]=1[CH:4]=[O:5].[Br:11]Br. (2) Given the product [F:3][C:4]1[CH:5]=[CH:6][C:7]([C:10]2[O:36][C:13]3=[N:14][CH:15]=[C:16]([C:18]4[CH:23]=[CH:22][CH:21]=[C:20]([C:24](=[O:35])[NH:25][C:26]([C:29]5[CH:30]=[CH:31][CH:32]=[CH:33][CH:34]=5)([CH3:28])[CH3:27])[CH:19]=4)[CH:17]=[C:12]3[C:11]=2[C:37]([NH:42][CH3:41])=[O:38])=[CH:8][CH:9]=1, predict the reactants needed to synthesize it. The reactants are: CN.[F:3][C:4]1[CH:9]=[CH:8][C:7]([C:10]2[O:36][C:13]3=[N:14][CH:15]=[C:16]([C:18]4[CH:23]=[CH:22][CH:21]=[C:20]([C:24](=[O:35])[NH:25][C:26]([C:29]5[CH:34]=[CH:33][CH:32]=[CH:31][CH:30]=5)([CH3:28])[CH3:27])[CH:19]=4)[CH:17]=[C:12]3[C:11]=2[C:37](O)=[O:38])=[CH:6][CH:5]=1.C[CH2:41][N:42](C(C)C)C(C)C.CN(C(ON1N=NC2C=CC=NC1=2)=[N+](C)C)C.F[P-](F)(F)(F)(F)F.